From a dataset of Forward reaction prediction with 1.9M reactions from USPTO patents (1976-2016). Predict the product of the given reaction. (1) Given the reactants [SH:1][C:2]1[N:7]=[CH:6][CH:5]=[CH:4][N:3]=1.C(N(CC)CC)C.[N+:15]([C:18]1[CH:25]=[CH:24][C:21]([CH2:22]Br)=[CH:20][CH:19]=1)([O-:17])=[O:16].O, predict the reaction product. The product is: [N+:15]([C:18]1[CH:25]=[CH:24][C:21]([CH2:22][S:1][C:2]2[N:7]=[CH:6][CH:5]=[CH:4][N:3]=2)=[CH:20][CH:19]=1)([O-:17])=[O:16]. (2) The product is: [Cl:1][C:2]1[CH:3]=[CH:4][C:5]2[O:15][C:8]3([CH2:9][CH2:10][CH:11]([NH:14][CH2:35][C@H:33]([OH:34])[CH2:32][O:31][C:23]4[CH:22]=[C:21]([OH:20])[CH:26]=[CH:25][C:24]=4[NH:27][C:28](=[O:30])[CH3:29])[CH2:12][CH2:13]3)[CH2:7][C:6]=2[CH:16]=1. Given the reactants [Cl:1][C:2]1[CH:3]=[CH:4][C:5]2[O:15][C:8]3([CH2:13][CH2:12][CH:11]([NH2:14])[CH2:10][CH2:9]3)[CH2:7][C:6]=2[CH:16]=1.C([O:20][C:21]1[CH:26]=[CH:25][C:24]([NH:27][C:28](=[O:30])[CH3:29])=[C:23]([O:31][CH2:32][C@@H:33]2[CH2:35][O:34]2)[CH:22]=1)(=O)C, predict the reaction product. (3) Given the reactants [C:1]([C:4]1[CH:5]=[N:6][C:7]2[C:12]([C:13]=1[NH:14][C:15]1[CH:16]=[CH:17][C:18]([N:21]3[CH2:26][CH2:25][CH2:24][C@H:23]([NH:27]C(=O)OC(C)(C)C)[CH2:22]3)=[N:19][CH:20]=1)=[N:11][C:10]([C:35]1[CH:40]=[C:39]([Cl:41])[C:38]([OH:42])=[C:37]([Cl:43])[CH:36]=1)=[CH:9][CH:8]=2)(=[O:3])[CH3:2].C(O)(C(F)(F)F)=O, predict the reaction product. The product is: [ClH:41].[ClH:41].[ClH:41].[NH2:27][C@H:23]1[CH2:24][CH2:25][CH2:26][N:21]([C:18]2[N:19]=[CH:20][C:15]([NH:14][C:13]3[C:12]4[C:7](=[CH:8][CH:9]=[C:10]([C:35]5[CH:36]=[C:37]([Cl:43])[C:38]([OH:42])=[C:39]([Cl:41])[CH:40]=5)[N:11]=4)[N:6]=[CH:5][C:4]=3[C:1](=[O:3])[CH3:2])=[CH:16][CH:17]=2)[CH2:22]1. (4) Given the reactants [F:1][C:2]1[CH:10]=[C:9]2[C:5]([C:6]([C:20]3[CH:21]=[N:22][NH:23][CH:24]=3)=[CH:7][N:8]2[S:11]([C:14]2[CH:19]=[CH:18][CH:17]=[CH:16][CH:15]=2)(=[O:13])=[O:12])=[CH:4][CH:3]=1.[CH:25]([S:27]([CH3:30])(=[O:29])=[O:28])=[CH2:26].CCN(CC)CC, predict the reaction product. The product is: [F:1][C:2]1[CH:10]=[C:9]2[C:5]([C:6]([C:20]3[CH:24]=[N:23][N:22]([CH2:26][CH2:25][S:27]([CH3:30])(=[O:29])=[O:28])[CH:21]=3)=[CH:7][N:8]2[S:11]([C:14]2[CH:15]=[CH:16][CH:17]=[CH:18][CH:19]=2)(=[O:12])=[O:13])=[CH:4][CH:3]=1. (5) Given the reactants [F:1][C:2]1[CH:3]=[N:4][CH:5]=[CH:6][C:7]=1[C:8]1[CH:9]=[CH:10][C:11]([O:16][CH3:17])=[C:12]([CH:15]=1)[CH:13]=O.[C:18]([O:22][C:23](=[O:33])[N:24]([CH:26]1[CH2:31][CH2:30][CH:29]([NH2:32])[CH2:28][CH2:27]1)[CH3:25])([CH3:21])([CH3:20])[CH3:19], predict the reaction product. The product is: [C:18]([O:22][C:23](=[O:33])[N:24]([CH:26]1[CH2:27][CH2:28][CH:29]([NH:32][CH2:13][C:12]2[CH:15]=[C:8]([C:7]3[CH:6]=[CH:5][N:4]=[CH:3][C:2]=3[F:1])[CH:9]=[CH:10][C:11]=2[O:16][CH3:17])[CH2:30][CH2:31]1)[CH3:25])([CH3:21])([CH3:19])[CH3:20]. (6) Given the reactants [OH:1][C:2]1[CH:7]=[CH:6][CH:5]=[CH:4][C:3]=1[C:8](=[O:10])[CH3:9].O[CH:12]([C:35]1[CH:40]=[CH:39][CH:38]=[CH:37][CH:36]=1)[CH2:13][CH2:14][CH2:15][CH2:16][N:17]1[CH2:22][CH2:21][CH:20]([C:23]2[CH:24]=[C:25]([NH:29][C:30](=[O:34])[CH:31]([CH3:33])[CH3:32])[CH:26]=[CH:27][CH:28]=2)[CH2:19][CH2:18]1, predict the reaction product. The product is: [C:8]([C:3]1[CH:4]=[CH:5][CH:6]=[CH:7][C:2]=1[O:1][CH:12]([C:35]1[CH:36]=[CH:37][CH:38]=[CH:39][CH:40]=1)[CH2:13][CH2:14][CH2:15][CH2:16][N:17]1[CH2:22][CH2:21][CH:20]([C:23]2[CH:24]=[C:25]([NH:29][C:30](=[O:34])[CH:31]([CH3:33])[CH3:32])[CH:26]=[CH:27][CH:28]=2)[CH2:19][CH2:18]1)(=[O:10])[CH3:9]. (7) Given the reactants [CH3:1][O:2][C:3]1[CH:4]=[C:5]([C:9](=O)[CH2:10][C:11]#[N:12])[CH:6]=[CH:7][CH:8]=1.[NH2:14][NH2:15], predict the reaction product. The product is: [CH3:1][O:2][C:3]1[CH:4]=[C:5]([C:9]2[CH:10]=[C:11]([NH2:12])[NH:14][N:15]=2)[CH:6]=[CH:7][CH:8]=1. (8) The product is: [CH2:29]([NH:31][S:2]([C:5]1[CH:10]=[CH:9][C:8]([CH:11]([CH2:17][CH:18]2[CH2:23][CH2:22][O:21][CH2:20][CH2:19]2)[C:12]([O:14][CH2:15][CH3:16])=[O:13])=[CH:7][CH:6]=1)(=[O:4])=[O:3])[CH3:30]. Given the reactants Cl[S:2]([C:5]1[CH:10]=[CH:9][C:8]([CH:11]([CH2:17][CH:18]2[CH2:23][CH2:22][O:21][CH2:20][CH2:19]2)[C:12]([O:14][CH2:15][CH3:16])=[O:13])=[CH:7][CH:6]=1)(=[O:4])=[O:3].S(Cl)(Cl)(=O)=O.[CH2:29]([NH2:31])[CH3:30], predict the reaction product.